Dataset: Forward reaction prediction with 1.9M reactions from USPTO patents (1976-2016). Task: Predict the product of the given reaction. (1) Given the reactants [O:1]1[CH:5]=[CH:4][N:3]=[C:2]1[CH:6]([C:12]1[CH:17]=[CH:16][C:15]([O:18]C2CCCCO2)=[CH:14][CH:13]=1)[CH2:7][C:8]([O:10][CH3:11])=[O:9].O.C1(C)C=CC(S(O)(=O)=O)=CC=1, predict the reaction product. The product is: [OH:18][C:15]1[CH:16]=[CH:17][C:12]([CH:6]([C:2]2[O:1][CH:5]=[CH:4][N:3]=2)[CH2:7][C:8]([O:10][CH3:11])=[O:9])=[CH:13][CH:14]=1. (2) Given the reactants Cl[C:2]1[N:7]=[C:6]([C:8]([NH2:10])=[O:9])[C:5]([CH3:11])=[N:4][C:3]=1[CH3:12].CC1(C)C(C)(C)OB([C:21]2[CH:26]=[CH:25][C:24]([OH:27])=[CH:23][CH:22]=2)O1.P([O-])([O-])([O-])=O.[K+].[K+].[K+], predict the reaction product. The product is: [OH:27][C:24]1[CH:25]=[CH:26][C:21]([C:2]2[N:7]=[C:6]([C:8]([NH2:10])=[O:9])[C:5]([CH3:11])=[N:4][C:3]=2[CH3:12])=[CH:22][CH:23]=1. (3) Given the reactants [Cl:1][C:2]1[CH:3]=[N:4][CH:5]=[C:6]([Cl:23])[C:7]=1[CH2:8][CH2:9][C:10]1[C:11]2[N:12]([N:18]=[C:19]([CH:21]=O)[CH:20]=2)[C:13]([O:16][CH3:17])=[CH:14][CH:15]=1.C([O-])(=O)C.[Na+].Cl.[NH2:30]O.FC(F)(F)C(OC(=O)C(F)(F)F)=O.C(=O)([O-])O.[Na+], predict the reaction product. The product is: [Cl:1][C:2]1[CH:3]=[N:4][CH:5]=[C:6]([Cl:23])[C:7]=1[CH2:8][CH2:9][C:10]1[C:11]2[N:12]([N:18]=[C:19]([C:21]#[N:30])[CH:20]=2)[C:13]([O:16][CH3:17])=[CH:14][CH:15]=1.